From a dataset of Forward reaction prediction with 1.9M reactions from USPTO patents (1976-2016). Predict the product of the given reaction. Given the reactants [NH2:1][C:2]1[N:7]=[CH:6][N:5]=[C:4]2[N:8]([CH:12]([C:14]3[CH:21]=[C:20]([Cl:22])[C:17]([C:18]#[N:19])=[C:16]([CH:23]4[CH2:26][NH:25][CH2:24]4)[C:15]=3[O:27][CH3:28])[CH3:13])[N:9]=[C:10]([CH3:11])[C:3]=12.[CH2:29]([N:31]([CH2:34]C)[CH2:32]C)C.ClC(OC1C=CC([N+]([O-])=O)=CC=1)=[O:38], predict the reaction product. The product is: [NH2:1][C:2]1[N:7]=[CH:6][N:5]=[C:4]2[N:8]([CH:12]([C:14]3[C:15]([O:27][CH3:28])=[C:16]([CH:23]4[CH2:24][N:25]([C:29]([N:31]([CH3:34])[CH3:32])=[O:38])[CH2:26]4)[C:17]([C:18]#[N:19])=[C:20]([Cl:22])[CH:21]=3)[CH3:13])[N:9]=[C:10]([CH3:11])[C:3]=12.